From a dataset of Catalyst prediction with 721,799 reactions and 888 catalyst types from USPTO. Predict which catalyst facilitates the given reaction. (1) Reactant: [F:1][C:2]1[CH:7]=[CH:6][C:5]([C:8]2([CH2:14][O:15][CH2:16][C:17]([O:19]C(C)(C)C)=[O:18])[CH2:13][CH2:12][CH2:11][CH2:10][CH2:9]2)=[CH:4][CH:3]=1. Product: [F:1][C:2]1[CH:3]=[CH:4][C:5]([C:8]2([CH2:14][O:15][CH2:16][C:17]([OH:19])=[O:18])[CH2:13][CH2:12][CH2:11][CH2:10][CH2:9]2)=[CH:6][CH:7]=1. The catalyst class is: 67. (2) Reactant: Br[C:2]1[CH:7]=[CH:6][C:5]([C:8]2[CH:9]=[CH:10][C:11]3C4C([C:18]5[C:23]=3[C:22]=2[CH:21]=[CH:20][CH:19]=5)=CC=CC=4)=[CH:4][CH:3]=1.C([Li])CCC.[B:29](OC(C)C)([O:34]C(C)C)[O:30]C(C)C.Cl.[CH3:43][CH2:44][CH2:45][CH2:46][CH2:47][CH3:48]. Product: [CH:20]1[C:21]2=[C:22]3[C:8]([C:5]4[C:6]2=[CH:7][CH:2]=[CH:3][CH:4]=4)=[CH:9][CH:10]=[CH:11][C:23]3=[C:18]([C:45]2[CH:44]=[CH:43][C:48]([B:29]([OH:34])[OH:30])=[CH:47][CH:46]=2)[CH:19]=1. The catalyst class is: 7. (3) Reactant: C(NC(C)C)(C)C.[Li]CCCC.[C:13]([NH:17][C:18](=[O:20])[OH:19])([CH3:16])([CH3:15])[CH3:14].[CH:21]1([S:24]([NH2:27])(=[O:26])=[O:25])[CH2:23][CH2:22]1.C(I)C(C)C. Product: [CH2:14]([C:21]1([S:24]([NH2:27])(=[O:26])=[O:25])[CH2:23][CH2:22]1)[CH:13]([CH3:16])[CH3:15].[C:13]([NH:17][C:18](=[O:19])[O-:20])([CH3:16])([CH3:15])[CH3:14]. The catalyst class is: 1. (4) Reactant: [CH3:1][C:2]1[CH:8]=[CH:7][CH:6]=[C:5]([CH3:9])[C:3]=1[NH2:4].[O:10]=[C:11]1[C:19]2[C:14](=[CH:15][C:16]([C:20]([OH:22])=[O:21])=[CH:17][CH:18]=2)[C:13](=O)[O:12]1.O. Product: [CH3:1][C:2]1[CH:8]=[CH:7][CH:6]=[C:5]([CH3:9])[C:3]=1[N:4]1[C:13](=[O:12])[C:14]2[C:19](=[CH:18][CH:17]=[C:16]([C:20]([OH:22])=[O:21])[CH:15]=2)[C:11]1=[O:10]. The catalyst class is: 3. (5) Reactant: C[Si]([N-][Si](C)(C)C)(C)C.[Li+].[CH3:11][C:12]1[CH:17]=[CH:16][C:15]([S:18]([N:21]2[CH:25]=[CH:24][C:23]([C:26](=[O:28])[CH3:27])=[N:22]2)(=[O:20])=[O:19])=[CH:14][CH:13]=1.[C:29](OCC)(=[O:35])[C:30]([O:32][CH2:33][CH3:34])=[O:31].C(OCC)C. Product: [CH3:11][C:12]1[CH:17]=[CH:16][C:15]([S:18]([N:21]2[CH:25]=[CH:24][C:23]([C:26](=[O:28])[CH2:27][C:29](=[O:35])[C:30]([O:32][CH2:33][CH3:34])=[O:31])=[N:22]2)(=[O:20])=[O:19])=[CH:14][CH:13]=1. The catalyst class is: 30. (6) Reactant: C[O:2][C:3](=[O:30])[CH2:4][C:5]1[CH:6]=[N:7][CH:8]=[C:9]([C:11]2[CH:16]=[CH:15][C:14]([C:17]([F:20])([F:19])[F:18])=[CH:13][C:12]=2[CH2:21][N:22]([C:25]([CH:27]2[CH2:29][CH2:28]2)=[O:26])[CH2:23][CH3:24])[CH:10]=1.CO.[OH-].[Na+].Cl. Product: [CH:27]1([C:25]([N:22]([CH2:21][C:12]2[CH:13]=[C:14]([C:17]([F:20])([F:19])[F:18])[CH:15]=[CH:16][C:11]=2[C:9]2[CH:10]=[C:5]([CH2:4][C:3]([OH:30])=[O:2])[CH:6]=[N:7][CH:8]=2)[CH2:23][CH3:24])=[O:26])[CH2:29][CH2:28]1. The catalyst class is: 1.